From a dataset of Reaction yield outcomes from USPTO patents with 853,638 reactions. Predict the reaction yield, written as a fraction of the theoretical maximum amount of product (1.0 means a 100% yield; for example, 0.34 means a 34% yield). (1) The reactants are [F:1][C:2]1[CH:31]=[CH:30][C:29]([F:32])=[CH:28][C:3]=1[CH2:4][N:5]1[C:10](=[O:11])[CH:9]=[CH:8][C:7]([CH2:12][C:13]2[C:21]3[C:16](=[CH:17][CH:18]=[CH:19][CH:20]=3)[N:15]([CH2:22][C:23]([O:25]C)=[O:24])[C:14]=2[CH3:27])=[CH:6]1.O.[OH-].[Li+]. No catalyst specified. The product is [F:1][C:2]1[CH:31]=[CH:30][C:29]([F:32])=[CH:28][C:3]=1[CH2:4][N:5]1[C:10](=[O:11])[CH:9]=[CH:8][C:7]([CH2:12][C:13]2[C:21]3[C:16](=[CH:17][CH:18]=[CH:19][CH:20]=3)[N:15]([CH2:22][C:23]([OH:25])=[O:24])[C:14]=2[CH3:27])=[CH:6]1. The yield is 0.470. (2) The reactants are [CH:1]1([CH2:4][C:5]([OH:7])=O)[CH2:3][CH2:2]1.C1N=CN(C(N2C=NC=C2)=O)C=1.[CH2:20]([CH:27]1[CH2:32][CH2:31][N:30]([C:33]2[CH:38]=[C:37]([NH:39][NH2:40])[N:36]=[CH:35][N:34]=2)[CH2:29][CH2:28]1)[C:21]1[CH:26]=[CH:25][CH:24]=[CH:23][CH:22]=1. The catalyst is C(OCC)(=O)C.C1COCC1. The product is [CH2:20]([CH:27]1[CH2:28][CH2:29][N:30]([C:33]2[N:34]=[CH:35][N:36]=[C:37]([NH:39][NH:40][C:5](=[O:7])[CH2:4][CH:1]3[CH2:2][CH2:3]3)[CH:38]=2)[CH2:31][CH2:32]1)[C:21]1[CH:22]=[CH:23][CH:24]=[CH:25][CH:26]=1. The yield is 0.709. (3) The catalyst is CN(C)C=O.ClCCl. The yield is 0.790. The product is [C:63]([CH2:62][C:57]1[CH:58]=[CH:59][CH:60]=[CH:61][C:56]=1[CH2:55][C:7]1[CH:8]=[CH:9][CH:10]=[CH:11][C:6]=1[CH:5]=[CH:4][C:3]([O:2][CH3:1])=[O:15])#[N:64]. The reactants are [CH3:1][O:2][C:3](=[O:15])[CH:4]=[CH:5][C:6]1[CH:11]=[CH:10][CH:9]=[CH:8][C:7]=1B(O)O.C(=O)([O-])[O-].[K+].[K+].C1(P(C2C=CC=CC=2)CCCCCP(C2C=CC=CC=2)C2C=CC=CC=2)C=CC=CC=1.C(=O)(OC)O[CH2:55][C:56]1[CH:61]=[CH:60][CH:59]=[CH:58][C:57]=1[CH2:62][C:63]#[N:64]. (4) The reactants are [OH:1][CH2:2][CH2:3][CH2:4][NH:5][C:6]1[CH:13]=[CH:12][C:9]([C:10]#[N:11])=[CH:8][C:7]=1[N+:14]([O-])=O. The catalyst is CCO. The product is [NH2:14][C:7]1[CH:8]=[C:9]([CH:12]=[CH:13][C:6]=1[NH:5][CH2:4][CH2:3][CH2:2][OH:1])[C:10]#[N:11]. The yield is 0.950. (5) The reactants are BrN1C(=O)CCC1=O.[F:9][C:10]1[CH:18]=[CH:17][C:13]([CH:14]=[N:15][OH:16])=[CH:12][CH:11]=1.C(N(CC)CC)C.[C:26]([C:28]1[CH:29]=[CH:30][C:31]2[CH2:38][CH:37]3[C:39]4([CH2:43][N:42]([CH2:44][C:45]([F:48])([F:47])[F:46])[S:41](=[O:50])(=[O:49])[NH:40]4)[CH:34]([CH2:35][CH2:36]3)[CH2:33][C:32]=2[CH:51]=1)#[CH:27]. The catalyst is CN(C)C=O.C(=O)(O)[O-].[Na+]. The product is [F:9][C:10]1[CH:18]=[CH:17][C:13]([C:14]2[CH:27]=[C:26]([C:28]3[CH:29]=[CH:30][C:31]4[CH2:38][CH:37]5[C:39]6([CH2:43][N:42]([CH2:44][C:45]([F:46])([F:47])[F:48])[S:41](=[O:50])(=[O:49])[NH:40]6)[CH:34]([CH2:35][CH2:36]5)[CH2:33][C:32]=4[CH:51]=3)[O:16][N:15]=2)=[CH:12][CH:11]=1. The yield is 0.900. (6) The reactants are [C:1]([C:5]1[CH:6]=[C:7]2[C:11](=[CH:12][CH:13]=1)[C:10](=[O:14])[N:9]([C:15]1[CH:20]=[CH:19][CH:18]=[C:17]([C:21]3[CH:26]=[C:25]([NH:27][C:28]4[CH:32]=[C:31]([CH3:33])N(C)[N:29]=4)[C:24](=[O:35])[N:23]([CH3:36])[CH:22]=3)[C:16]=1[CH2:37][OH:38])[CH2:8]2)([CH3:4])([CH3:3])[CH3:2].[C:39](OCC1C(B2OC(C)(C)C(C)(C)O2)=CC=CC=1N1CC2C(=CC=C(C(C)(C)C)C=2)C1=O)(=O)C.BrC1C=C(NC2C=CC=CN=2)C(=O)N(C)C=1. No catalyst specified. The product is [C:1]([C:5]1[CH:6]=[C:7]2[C:11](=[CH:12][CH:13]=1)[C:10](=[O:14])[N:9]([C:15]1[CH:20]=[CH:19][CH:18]=[C:17]([C:21]3[CH:26]=[C:25]([NH:27][C:28]4[CH:32]=[CH:31][CH:33]=[CH:39][N:29]=4)[C:24](=[O:35])[N:23]([CH3:36])[CH:22]=3)[C:16]=1[CH2:37][OH:38])[CH2:8]2)([CH3:3])([CH3:4])[CH3:2]. The yield is 0.340.